This data is from Forward reaction prediction with 1.9M reactions from USPTO patents (1976-2016). The task is: Predict the product of the given reaction. (1) Given the reactants [ClH:1].[CH3:2][O:3][C:4](=[O:27])[CH2:5][O:6][C:7]1[CH:12]=[CH:11][C:10]([C:13]2[CH:18]=[CH:17][C:16]([NH:19]C(OC(C)(C)C)=O)=[CH:15][CH:14]=2)=[CH:9][CH:8]=1, predict the reaction product. The product is: [Cl-:1].[CH3:2][O:3][C:4](=[O:27])[CH2:5][O:6][C:7]1[CH:8]=[CH:9][C:10]([C:13]2[CH:18]=[CH:17][C:16]([NH3+:19])=[CH:15][CH:14]=2)=[CH:11][CH:12]=1. (2) Given the reactants C([O:3][C:4](=O)[CH2:5][C:6]([C:8]1[CH:13]=[CH:12][C:11]([S:14][C:15]2[CH:20]=[CH:19][CH:18]=[CH:17][C:16]=2[CH:21]([CH3:23])[CH3:22])=[C:10]([C:24]([F:27])([F:26])[F:25])[CH:9]=1)=O)C.Cl.[CH:30]([NH2:32])=[NH:31].CO, predict the reaction product. The product is: [CH:21]([C:16]1[CH:17]=[CH:18][CH:19]=[CH:20][C:15]=1[S:14][C:11]1[CH:12]=[CH:13][C:8]([C:6]2[N:32]=[CH:30][N:31]=[C:4]([OH:3])[CH:5]=2)=[CH:9][C:10]=1[C:24]([F:27])([F:26])[F:25])([CH3:23])[CH3:22].